This data is from Experimentally validated miRNA-target interactions with 360,000+ pairs, plus equal number of negative samples. The task is: Binary Classification. Given a miRNA mature sequence and a target amino acid sequence, predict their likelihood of interaction. (1) The miRNA is cel-miR-82-3p with sequence UGAGAUCAUCGUGAAAGCCAGU. The protein sequence of the target gene is MDCNMVSSSQWDWEHLIMSNPSRTEDDSKQLPTEWEIEKGEGIESIVPHFSGLERVSSGSATSFWHTAVSKSSQSTSINSSSPEAKRCKLASESSPGDSCSNIDFVQVKAPTALEVSVASAESDLCLKLGKRTYSEEYWGRNNNEISAVSMKLLTPSVVAGKSKLCGQSMPVPRCQIDGCELDLSSAKGYHRKHKVCEKHSKCPKVSVSGLERRFCQQCSRFHAVSEFDEKKRSCRKRLSHHNARRRKPQGVFSMNPERVYDRRQHTNMLWNGVSLNARSEEMYEWGNNTYDTKPRQTEK.... Result: 0 (no interaction). (2) The miRNA is hsa-miR-1469 with sequence CUCGGCGCGGGGCGCGGGCUCC. The protein sequence of the target gene is MIEVLTTDSQKLLHQLNTLLEQESRCQPKVCGLKLIESAHDNGLRMTARLRDFEVKDLLSLTQFFGFDTETFSLAVNLLDRFLSKMKVQAKHLGCVGLSCFYLAVKATEEERNVPLATDLIRISQYRFTVSDLMRMEKIVLEKVCWKVKATTAFQFLQLYYSLVHDTLPFERRNDLNFERLEAQLKACHCRIIFSKAKPSVLALSILALEIQALKYVELTEGVECIQKHSKISGRDLTFWQELVSKCLTEYSSNKCSKPNGQKLKWIVSGRTARQLKHSYYRITHLPTIPETIC. Result: 0 (no interaction). (3) The miRNA is hsa-miR-4700-5p with sequence UCUGGGGAUGAGGACAGUGUGU. The protein sequence of the target gene is MPGPTQTLSPNGENNNDIIQDNNGTIIPFRKHTVRGERSYSWGMAVNVYSTSITQETMSRHDIIAWVNDIVSLNYTKVEQLCSGAAYCQFMDMLFPGCISLKKVKFQAKLEHEYIHNFKLLQASFKRMNVDKVIPVEKLVKGRFQDNLDFIQWFKKFYDANYDGKEYDPVEARQGQDAIPPPDPGEQIFNLPKKSHHANSPTAGAAKSSPAAKPGSTPSRPSSAKRASSSGSASKSDKDLETQVIQLNEQVHSLKLALEGVEKERDFYFGKLREIELLCQEHGQENDDLVQRLMDILYAS.... Result: 0 (no interaction). (4) The miRNA is hsa-miR-548am-3p with sequence CAAAAACUGCAGUUACUUUUGU. The protein sequence of the target gene is MAYPGYGGGFGNFSIQVPGMQMGQPVPETGPAILLDGYSGPAYSDTYSSAGDSVYTYFSAVAGQDGEVDAEELQRCLTQSGINGTYSPFSLETCRIMIAMLDRDHTGKMGFNAFKELWAALNAWKENFMTVDQDGSGTVEHHELRQAIGLMGYRLSPQTLTTIVKRYSKNGRIFFDDYVACCVKLRALTDFFRKRDHLQQGSANFIYDDFLQGTMAI. Result: 0 (no interaction).